From a dataset of Reaction yield outcomes from USPTO patents with 853,638 reactions. Predict the reaction yield, written as a fraction of the theoretical maximum amount of product (1.0 means a 100% yield; for example, 0.34 means a 34% yield). (1) The reactants are FC(F)(F)C(O)=O.[CH3:8][O:9][C:10]1[CH:11]=[C:12]([NH:16][C:17]([C:19]2[S:20][CH:21]=[CH:22][C:23]=2[NH:24]C(=O)OC(C)(C)C)=[O:18])[CH:13]=[CH:14][CH:15]=1. No catalyst specified. The product is [NH2:24][C:23]1[CH:22]=[CH:21][S:20][C:19]=1[C:17]([NH:16][C:12]1[CH:13]=[CH:14][CH:15]=[C:10]([O:9][CH3:8])[CH:11]=1)=[O:18]. The yield is 1.00. (2) The reactants are [CH2:1]([N:3]1[C:12]2[C:7](=[C:8]([F:33])[C:9]([O:23][CH2:24][C:25]3[CH:30]=[CH:29][C:28]([O:31][CH3:32])=[CH:27][CH:26]=3)=[C:10]([O:13][CH2:14][C:15]3[CH:20]=[CH:19][C:18]([O:21][CH3:22])=[CH:17][CH:16]=3)[CH:11]=2)[C:6](=[O:34])[C:5]([C:35](O)=[O:36])=[CH:4]1)[CH3:2].ClC(OCC(C)C)=O.CC(C[AlH]CC(C)C)C. The catalyst is O1CCCC1.C1(C)C=CC=CC=1. The product is [CH2:1]([N:3]1[C:12]2[C:7](=[C:8]([F:33])[C:9]([O:23][CH2:24][C:25]3[CH:26]=[CH:27][C:28]([O:31][CH3:32])=[CH:29][CH:30]=3)=[C:10]([O:13][CH2:14][C:15]3[CH:16]=[CH:17][C:18]([O:21][CH3:22])=[CH:19][CH:20]=3)[CH:11]=2)[C:6](=[O:34])[C:5]([CH2:35][OH:36])=[CH:4]1)[CH3:2]. The yield is 0.591.